From a dataset of Catalyst prediction with 721,799 reactions and 888 catalyst types from USPTO. Predict which catalyst facilitates the given reaction. (1) Reactant: [F:1][C:2]1[CH:7]=[CH:6][CH:5]=[CH:4][C:3]=1[C:8]1[CH:17]=[C:16]([C:18]2[CH:27]=[CH:26][C:25]([N+]([O-])=O)=[C:24]3[C:19]=2[CH:20]=[CH:21][N:22]=[CH:23]3)[C:15]2[C:10](=[N:11][CH:12]=[CH:13][CH:14]=2)[N:9]=1.[CH3:31][O-:32].[K+]. Product: [F:1][C:2]1[CH:7]=[CH:6][CH:5]=[CH:4][C:3]=1[C:8]1[CH:17]=[C:16]([C:18]2[CH:27]=[CH:26][C:25]([O:32][CH3:31])=[C:24]3[C:19]=2[CH:20]=[CH:21][N:22]=[CH:23]3)[C:15]2[C:10](=[N:11][CH:12]=[CH:13][CH:14]=2)[N:9]=1. The catalyst class is: 5. (2) Reactant: [C:1](O[BH-](OC(=O)C)OC(=O)C)(=O)C.[Na+].[F:15][C:16]([F:52])([F:51])[C:17]1[CH:18]=[C:19]([C@H:27]([O:29][C@@H:30]2[C@@H:35]([C:36]3[CH:41]=[CH:40][C:39]([F:42])=[CH:38][CH:37]=3)[C@H:34]([CH2:43][N:44]3[CH2:49][CH2:48][NH:47][CH2:46][C:45]3=[O:50])[CH2:33][CH2:32][O:31]2)[CH3:28])[CH:20]=[C:21]([C:23]([F:26])([F:25])[F:24])[CH:22]=1.C=O.[ClH:55]. Product: [ClH:55].[F:26][C:23]([F:24])([F:25])[C:21]1[CH:20]=[C:19]([C@H:27]([O:29][C@@H:30]2[C@@H:35]([C:36]3[CH:37]=[CH:38][C:39]([F:42])=[CH:40][CH:41]=3)[C@H:34]([CH2:43][N:44]3[CH2:49][CH2:48][N:47]([CH3:1])[CH2:46][C:45]3=[O:50])[CH2:33][CH2:32][O:31]2)[CH3:28])[CH:18]=[C:17]([C:16]([F:15])([F:51])[F:52])[CH:22]=1. The catalyst class is: 68. (3) Reactant: C(N(CC)CC)C.CC1C=CC(S(O)(=O)=O)=CC=1.[Cl:19][C:20]1[CH:25]=[CH:24][C:23]([C:26](=[C:28]2[CH2:33][CH2:32][NH:31][CH2:30][CH2:29]2)[CH3:27])=[CH:22][CH:21]=1.[CH3:34][C:35]1[C:39]([S:40](Cl)(=[O:42])=[O:41])=[C:38]([CH3:44])[NH:37][N:36]=1. Product: [Cl:19][C:20]1[CH:25]=[CH:24][C:23]([C:26](=[C:28]2[CH2:29][CH2:30][N:31]([S:40]([C:39]3[C:35]([CH3:34])=[N:36][NH:37][C:38]=3[CH3:44])(=[O:42])=[O:41])[CH2:32][CH2:33]2)[CH3:27])=[CH:22][CH:21]=1. The catalyst class is: 2.